Predict the reactants needed to synthesize the given product. From a dataset of Full USPTO retrosynthesis dataset with 1.9M reactions from patents (1976-2016). (1) Given the product [Cl:25][C:11]1[CH:12]=[C:13]([NH:16][C:17]2[CH:22]=[CH:21][C:20]([F:23])=[CH:19][C:18]=2[F:24])[CH:14]=[CH:15][C:10]=1[C:8]([C:6]1[CH:7]=[C:2]([NH:1][CH2:30][CH2:29][CH:28]([OH:27])[CH3:32])[CH:3]=[CH:4][C:5]=1[CH3:26])=[O:9], predict the reactants needed to synthesize it. The reactants are: [NH2:1][C:2]1[CH:3]=[CH:4][C:5]([CH3:26])=[C:6]([C:8]([C:10]2[CH:15]=[CH:14][C:13]([NH:16][C:17]3[CH:22]=[CH:21][C:20]([F:23])=[CH:19][C:18]=3[F:24])=[CH:12][C:11]=2[Cl:25])=[O:9])[CH:7]=1.[OH:27][CH:28]([CH3:32])[CH2:29][CH:30]=O. (2) Given the product [O:26]=[C:18]1[C:19]2[CH:25]=[CH:24][CH:23]=[CH:22][C:20]=2[S:21][C:1]([C:3]2[N:8]=[C:7]([NH:9][CH2:10][C:11]([O:13][C:14]([CH3:17])([CH3:16])[CH3:15])=[O:12])[N:6]=[CH:5][CH:4]=2)=[N:2]1, predict the reactants needed to synthesize it. The reactants are: [C:1]([C:3]1[N:8]=[C:7]([NH:9][CH2:10][C:11]([O:13][C:14]([CH3:17])([CH3:16])[CH3:15])=[O:12])[N:6]=[CH:5][CH:4]=1)#[N:2].[C:18](OC)(=[O:26])[C:19]1[C:20](=[CH:22][CH:23]=[CH:24][CH:25]=1)[SH:21].C(N(CC)CC)C. (3) Given the product [C:22]([O:21][C:19]([N:8]([C:6]([O:5][C:1]([CH3:3])([CH3:4])[CH3:2])=[O:7])[C:9]1[N:18]=[C:12]2[CH:13]=[CH:14][CH:15]=[C:16]([CH2:17][Br:33])[N:11]2[N:10]=1)=[O:20])([CH3:25])([CH3:24])[CH3:23], predict the reactants needed to synthesize it. The reactants are: [C:1]([O:5][C:6]([N:8]([C:19]([O:21][C:22]([CH3:25])([CH3:24])[CH3:23])=[O:20])[C:9]1[N:18]=[C:12]2[CH:13]=[CH:14][CH:15]=[C:16]([CH3:17])[N:11]2[N:10]=1)=[O:7])([CH3:4])([CH3:3])[CH3:2].C1C(=O)N([Br:33])C(=O)C1.N(C(C)(C)C#N)=NC(C)(C)C#N. (4) The reactants are: BrC1C=CC(CCCC(O)=O)=C(C)C=1.[C:15]([O:20][CH2:21][C:22]1[CH:27]=[CH:26][CH:25]=[CH:24][CH:23]=1)(=[O:19])[CH2:16][CH:17]=[CH2:18].[Br:28][C:29]1[CH:34]=[CH:33][C:32](I)=[C:31]([CH2:36][CH3:37])[CH:30]=1. Given the product [Br:28][C:29]1[CH:34]=[CH:33][C:32]([CH2:18][CH2:17][CH2:16][C:15]([O:20][CH2:21][C:22]2[CH:23]=[CH:24][CH:25]=[CH:26][CH:27]=2)=[O:19])=[C:31]([CH2:36][CH3:37])[CH:30]=1, predict the reactants needed to synthesize it. (5) Given the product [C:1]([C:4]1[CH:5]=[CH:6][C:7]([OH:15])=[C:8]([NH:10][S:11]([CH3:14])(=[O:12])=[O:13])[CH:9]=1)(=[O:3])[CH3:2], predict the reactants needed to synthesize it. The reactants are: [C:1]([C:4]1[CH:5]=[CH:6][C:7]([O:15]CC2C=CC=CC=2)=[C:8]([NH:10][S:11]([CH3:14])(=[O:13])=[O:12])[CH:9]=1)(=[O:3])[CH3:2].C([O-])=O.[NH4+].